From a dataset of Reaction yield outcomes from USPTO patents with 853,638 reactions. Predict the reaction yield, written as a fraction of the theoretical maximum amount of product (1.0 means a 100% yield; for example, 0.34 means a 34% yield). (1) The reactants are [CH3:1][C:2]1([CH3:39])[CH2:13][C:12]2[CH:11]=[C:10]3[N:5]([CH2:6][CH2:7][N:8]([C:15]4[C:20]([CH:21]=[O:22])=[C:19]([C:23]5[CH:28]=[C:27]([NH:29][C:30]6[CH:35]=[C:34]([CH3:36])[N:33]=[CH:32][N:31]=6)[C:26](=[O:37])[N:25]([CH3:38])[CH:24]=5)[CH:18]=[CH:17][N:16]=4)[C:9]3=[O:14])[C:4]=2[CH2:3]1. The catalyst is O. The product is [OH:22][CH2:21][C:20]1[C:15]([N:8]2[CH2:7][CH2:6][N:5]3[C:4]4[CH2:3][C:2]([CH3:1])([CH3:39])[CH2:13][C:12]=4[CH:11]=[C:10]3[C:9]2=[O:14])=[N:16][CH:17]=[CH:18][C:19]=1[C:23]1[CH:28]=[C:27]([NH:29][C:30]2[CH:35]=[C:34]([CH3:36])[N:33]=[CH:32][N:31]=2)[C:26](=[O:37])[N:25]([CH3:38])[CH:24]=1. The yield is 0.320. (2) The reactants are [N:1]12[CH2:8][CH2:7][C:4]([C:9]([C:17]3[CH:22]=[CH:21][CH:20]=[CH:19][CH:18]=3)([C:11]3[CH:16]=[CH:15][CH:14]=[CH:13][CH:12]=3)[OH:10])([CH2:5][CH2:6]1)[CH2:3][CH2:2]2.[Br:23][CH2:24][CH2:25][CH2:26][O:27][C:28]1[CH:35]=[CH:34][C:31]([C:32]#[N:33])=[CH:30][CH:29]=1. The catalyst is CC#N. The product is [Br-:23].[C:32]([C:31]1[CH:34]=[CH:35][C:28]([O:27][CH2:26][CH2:25][CH2:24][N+:1]23[CH2:6][CH2:5][C:4]([C:9]([OH:10])([C:17]4[CH:22]=[CH:21][CH:20]=[CH:19][CH:18]=4)[C:11]4[CH:12]=[CH:13][CH:14]=[CH:15][CH:16]=4)([CH2:3][CH2:2]2)[CH2:7][CH2:8]3)=[CH:29][CH:30]=1)#[N:33]. The yield is 0.768.